From a dataset of Full USPTO retrosynthesis dataset with 1.9M reactions from patents (1976-2016). Predict the reactants needed to synthesize the given product. The reactants are: C(=O)([O-])[O-].[K+].[K+].Cl[C:8]1[N:13]=[CH:12][C:11]([C:14]#[N:15])=[CH:10][CH:9]=1.[F:16][C:17]([F:24])([F:23])[C:18]1[N:19]=[CH:20][NH:21][CH:22]=1. Given the product [F:16][C:17]([F:24])([F:23])[C:18]1[N:19]=[CH:20][N:21]([C:8]2[N:13]=[CH:12][C:11]([C:14]#[N:15])=[CH:10][CH:9]=2)[CH:22]=1, predict the reactants needed to synthesize it.